Dataset: Full USPTO retrosynthesis dataset with 1.9M reactions from patents (1976-2016). Task: Predict the reactants needed to synthesize the given product. (1) Given the product [NH2:16][C@H:12]([C:13]([OH:15])=[O:14])[CH2:11][C:6]1[CH:7]=[CH:8][C:9]([OH:22])=[CH:4][CH:5]=1, predict the reactants needed to synthesize it. The reactants are: C1C=[C:9]2[C:4]([CH:5]=[C:6]([CH2:11][C@H:12]([NH2:16])[C:13]([OH:15])=[O:14])[CH:7]=[CH:8]2)=CC=1.C([O-])(=O)CC[C@H](NC(C1C=CC(NCC2CNC3N=C(NC(C=3N=2)=O)N)=CC=1)=O)C(O)=[O:22]. (2) Given the product [CH3:1][C:2]1[CH:10]=[CH:9][C:8]([CH3:11])=[CH:7][C:3]=1[C:4]([O:6][CH3:14])=[O:5], predict the reactants needed to synthesize it. The reactants are: [CH3:1][C:2]1[CH:10]=[CH:9][C:8]([CH3:11])=[CH:7][C:3]=1[C:4]([OH:6])=[O:5].Cl.O1CCOC[CH2:14]1. (3) Given the product [C:27]([O:26][C:24](=[O:25])[NH:31][C:32]1[CH:37]=[CH:36][CH:35]=[CH:34][C:33]=1[NH:38][C:10]([C:8]1[O:9][C:5]2[CH:4]=[CH:3][C:2]([Br:1])=[CH:13][C:6]=2[CH:7]=1)=[O:12])([CH3:30])([CH3:28])[CH3:29], predict the reactants needed to synthesize it. The reactants are: [Br:1][C:2]1[CH:3]=[CH:4][C:5]2[O:9][C:8]([C:10]([OH:12])=O)=[CH:7][C:6]=2[CH:13]=1.S(Cl)(Cl)=O.N1C=CC=CC=1.[C:24]([NH:31][C:32]1[CH:37]=[CH:36][CH:35]=[CH:34][C:33]=1[NH2:38])([O:26][C:27]([CH3:30])([CH3:29])[CH3:28])=[O:25]. (4) The reactants are: [F:1][C:2]([F:11])([F:10])[C:3]1[C:4]([OH:9])=[N:5][CH:6]=[CH:7][CH:8]=1.[N+:12]([O-])([OH:14])=[O:13].OS(O)(=O)=O. Given the product [N+:12]([C:7]1[CH:8]=[C:3]([C:2]([F:1])([F:10])[F:11])[C:4]([OH:9])=[N:5][CH:6]=1)([O-:14])=[O:13], predict the reactants needed to synthesize it. (5) The reactants are: [C:1]([C:4]1[CH:5]=[CH:6][C:7]([C:13]([CH:15]2[CH2:18][N:17]([C:19]([O:21][C:22]([CH3:25])([CH3:24])[CH3:23])=[O:20])[CH2:16]2)=[CH2:14])=[C:8]2[C:12]=1[NH:11][CH:10]=[CH:9]2)(=[O:3])[NH2:2].C(C1C=CC(C(=C2CN(C(OC(C)(C)C)=O)C2)C)=C2C=1NC=C2)(=O)N.[H][H]. Given the product [C:1]([C:4]1[CH:5]=[CH:6][C:7]([CH:13]([CH:15]2[CH2:18][N:17]([C:19]([O:21][C:22]([CH3:23])([CH3:25])[CH3:24])=[O:20])[CH2:16]2)[CH3:14])=[C:8]2[C:12]=1[NH:11][CH:10]=[CH:9]2)(=[O:3])[NH2:2], predict the reactants needed to synthesize it. (6) Given the product [Br:1][C:2]1[CH:7]=[CH:6][C:5]([F:8])=[CH:4][C:3]=1[NH:9][N:10]=[CH:14][C:13]([OH:17])=[O:16], predict the reactants needed to synthesize it. The reactants are: [Br:1][C:2]1[CH:7]=[CH:6][C:5]([F:8])=[CH:4][C:3]=1[NH:9][NH2:10].Cl.O.[C:13]([OH:17])(=[O:16])[CH:14]=O. (7) Given the product [OH:2][C:3]1[CH:4]=[C:5]([C:9]2[CH:18]=[CH:17][C:16]3[NH:15][C:14]4[CH:19]=[N:20][N:21]([CH3:22])[C:13]=4[C:12](=[O:23])[C:11]=3[CH:10]=2)[CH:6]=[CH:7][CH:8]=1, predict the reactants needed to synthesize it. The reactants are: C[O:2][C:3]1[CH:4]=[C:5]([C:9]2[CH:18]=[CH:17][C:16]3[NH:15][C:14]4[CH:19]=[N:20][N:21]([CH3:22])[C:13]=4[C:12](=[O:23])[C:11]=3[CH:10]=2)[CH:6]=[CH:7][CH:8]=1.COC1C=CC(C2C3C(=O)C4N(C)N=CC=4NC=3C=CC=2)=CC=1.